This data is from Full USPTO retrosynthesis dataset with 1.9M reactions from patents (1976-2016). The task is: Predict the reactants needed to synthesize the given product. (1) Given the product [O:16]=[C:10]1[C:9](=[CH:17][C:19]2[NH:20][C:21]3[CH2:22][CH2:23][CH2:24][CH2:25][C:26]=3[C:27]=2[CH2:28][CH2:29][C:30]([OH:32])=[O:31])[C:8]2[C:12](=[CH:13][CH:14]=[CH:15][C:7]=2[CH:4]2[CH2:3][CH2:2][NH:1][CH2:6][CH2:5]2)[NH:11]1, predict the reactants needed to synthesize it. The reactants are: [NH:1]1[CH2:6][CH2:5][CH:4]([C:7]2[CH:15]=[CH:14][CH:13]=[C:12]3[C:8]=2[CH2:9][C:10](=[O:16])[NH:11]3)[CH2:3][CH2:2]1.[CH:17]([C:19]1[NH:20][C:21]2[CH2:22][CH2:23][CH2:24][CH2:25][C:26]=2[C:27]=1[CH2:28][CH2:29][C:30]([OH:32])=[O:31])=O.N1CCCC1.C(O)(=O)C. (2) Given the product [F:1][C:2]([F:27])([F:26])[CH2:3][NH:4][C:5]([C:7]1([CH2:21][CH2:22][CH2:23][CH2:24][N:31]2[CH2:32][CH2:33][CH2:34][N:28]([C:35]3[S:36][C:37]4[CH:43]=[CH:42][CH:41]=[CH:40][C:38]=4[N:39]=3)[CH2:29][CH2:30]2)[C:20]2[CH:19]=[CH:18][CH:17]=[CH:16][C:15]=2[O:14][C:13]2[C:8]1=[CH:9][CH:10]=[CH:11][CH:12]=2)=[O:6], predict the reactants needed to synthesize it. The reactants are: [F:1][C:2]([F:27])([F:26])[CH2:3][NH:4][C:5]([C:7]1([CH2:21][CH2:22][CH2:23][CH2:24]Br)[C:20]2[CH:19]=[CH:18][CH:17]=[CH:16][C:15]=2[O:14][C:13]2[C:8]1=[CH:9][CH:10]=[CH:11][CH:12]=2)=[O:6].[N:28]1([C:35]2[S:36][C:37]3[CH:43]=[CH:42][CH:41]=[CH:40][C:38]=3[N:39]=2)[CH2:34][CH2:33][CH2:32][NH:31][CH2:30][CH2:29]1. (3) Given the product [OH:6][C:7]1[CH:8]=[CH:9][C:10]2[N:14]3[CH2:15][CH2:16][CH2:17][C:18]4[CH:23]=[CH:22][CH:21]=[CH:20][C:19]=4[C:13]3=[C:12]([CH2:24][CH2:25][NH:26][C:27]([C:29]3[O:30][CH:31]=[CH:32][CH:33]=3)=[O:28])[C:11]=2[N:34]=1, predict the reactants needed to synthesize it. The reactants are: [Cl-].[Al+3].[Cl-].[Cl-].C[O:6][C:7]1[CH:8]=[CH:9][C:10]2[N:14]3[CH2:15][CH2:16][CH2:17][C:18]4[CH:23]=[CH:22][CH:21]=[CH:20][C:19]=4[C:13]3=[C:12]([CH2:24][CH2:25][NH:26][C:27]([C:29]3[O:30][CH:31]=[CH:32][CH:33]=3)=[O:28])[C:11]=2[N:34]=1.O.C(=O)([O-])O.[Na+]. (4) Given the product [Cl:1][C:2]1[CH:3]=[C:4]([CH:26]=[CH:27][C:28]=1[Cl:29])[CH2:5][N:6]1[CH2:11][CH2:10][O:9][C@H:8]([CH2:12][NH:13][C:14]([NH:30][CH2:31][C:32]2[CH:33]=[CH:34][C:35]([C:36]([NH2:38])=[O:37])=[CH:39][CH:40]=2)=[O:25])[CH2:7]1, predict the reactants needed to synthesize it. The reactants are: [Cl:1][C:2]1[CH:3]=[C:4]([CH:26]=[CH:27][C:28]=1[Cl:29])[CH2:5][N:6]1[CH2:11][CH2:10][O:9][C@H:8]([CH2:12][NH:13][C:14](=[O:25])OC2C=CC([N+]([O-])=O)=CC=2)[CH2:7]1.[NH2:30][CH2:31][C:32]1[CH:40]=[CH:39][C:35]([C:36]([NH2:38])=[O:37])=[CH:34][CH:33]=1.